From a dataset of NCI-60 drug combinations with 297,098 pairs across 59 cell lines. Regression. Given two drug SMILES strings and cell line genomic features, predict the synergy score measuring deviation from expected non-interaction effect. Drug 1: C1=CC(=CC=C1CCCC(=O)O)N(CCCl)CCCl. Drug 2: C1CN1P(=S)(N2CC2)N3CC3. Cell line: SF-295. Synergy scores: CSS=36.7, Synergy_ZIP=-6.85, Synergy_Bliss=-5.64, Synergy_Loewe=-4.34, Synergy_HSA=-3.22.